Predict the reaction yield, written as a fraction of the theoretical maximum amount of product (1.0 means a 100% yield; for example, 0.34 means a 34% yield). From a dataset of Reaction yield outcomes from USPTO patents with 853,638 reactions. (1) The reactants are [ClH:1].[CH3:2][NH:3][O:4][CH3:5].[NH2:6][C:7]1[N:15]=[CH:14][C:13]([Br:16])=[CH:12][C:8]=1[C:9](O)=[O:10].CN1CCOCC1.C1CN([P+](ON2N=NC3C=CC=CC2=3)(N2CCCC2)N2CCCC2)CC1.F[P-](F)(F)(F)(F)F. The catalyst is ClCCl. The product is [ClH:1].[CH3:5][O:4][N:3]([CH3:2])[C:9](=[O:10])[C:8]1[CH:12]=[C:13]([Br:16])[CH:14]=[N:15][C:7]=1[NH2:6]. The yield is 0.740. (2) The reactants are [CH2:1]([N:3]([CH2:7][CH3:8])[CH2:4][CH2:5][NH2:6])[CH3:2].S=[C:10]1[CH2:14][S:13][C:12](=[O:15])[NH:11]1.[CH:16]([C:18]1[CH:36]=[CH:35][C:21]([O:22][C:23]2[C:32]3[C:27](=[CH:28][CH:29]=[CH:30][CH:31]=3)[C:26]([C:33]#[N:34])=[CH:25][CH:24]=2)=[C:20]([O:37][CH3:38])[CH:19]=1)=O.CC(C)([O-])C.[K+].[Cl-].[NH4+]. The catalyst is C(O)C. The product is [CH2:1]([N:3]([CH2:7][CH3:8])[CH2:4][CH2:5][NH:6][C:10]1=[N:11][C:12](=[O:15])[S:13]/[C:14]/1=[CH:16]\[C:18]1[CH:36]=[CH:35][C:21]([O:22][C:23]2[C:32]3[C:27](=[CH:28][CH:29]=[CH:30][CH:31]=3)[C:26]([C:33]#[N:34])=[CH:25][CH:24]=2)=[C:20]([O:37][CH3:38])[CH:19]=1)[CH3:2]. The yield is 0.320.